Task: Predict which catalyst facilitates the given reaction.. Dataset: Catalyst prediction with 721,799 reactions and 888 catalyst types from USPTO (1) Product: [Br:7][CH2:6][CH2:5][O:4][CH2:3][CH2:2][O:26][C:20]1[CH:19]=[C:18]2[C:23]([C:14]([NH:13][C:12]3[CH:27]=[CH:28][C:9]([Cl:8])=[CH:10][C:11]=3[F:29])=[N:15][CH:16]=[N:17]2)=[CH:22][C:21]=1[O:24][CH3:25]. Reactant: Br[CH2:2][CH2:3][O:4][CH2:5][CH2:6][Br:7].[Cl:8][C:9]1[CH:28]=[CH:27][C:12]([NH:13][C:14]2[C:23]3[C:18](=[CH:19][C:20]([OH:26])=[C:21]([O:24][CH3:25])[CH:22]=3)[N:17]=[CH:16][N:15]=2)=[C:11]([F:29])[CH:10]=1.C(=O)([O-])[O-].[K+].[K+]. The catalyst class is: 3. (2) Reactant: [CH3:1][O:2][C:3]1[CH:4]=[C:5]([C:12]2[NH:13][CH:14]=[C:15]([CH2:17][CH2:18][OH:19])[N:16]=2)[CH:6]=[CH:7][C:8]=1[N+:9]([O-])=O. Product: [NH2:9][C:8]1[CH:7]=[CH:6][C:5]([C:12]2[NH:13][CH:14]=[C:15]([CH2:17][CH2:18][OH:19])[N:16]=2)=[CH:4][C:3]=1[O:2][CH3:1]. The catalyst class is: 19.